The task is: Predict the product of the given reaction.. This data is from Forward reaction prediction with 1.9M reactions from USPTO patents (1976-2016). (1) The product is: [CH3:8][N:6]1[CH:7]=[C:2]([B:27]2[O:31][C:30]([CH3:33])([CH3:32])[C:29]([CH3:35])([CH3:34])[O:28]2)[CH:3]=[C:4]([NH:10][C:11]2[CH:16]=[CH:15][C:14]([N:17]3[CH2:22][CH2:21][N:20]([CH:23]4[CH2:26][O:25][CH2:24]4)[CH2:19][CH2:18]3)=[CH:13][N:12]=2)[C:5]1=[O:9]. Given the reactants Br[C:2]1[CH:3]=[C:4]([NH:10][C:11]2[CH:16]=[CH:15][C:14]([N:17]3[CH2:22][CH2:21][N:20]([CH:23]4[CH2:26][O:25][CH2:24]4)[CH2:19][CH2:18]3)=[CH:13][N:12]=2)[C:5](=[O:9])[N:6]([CH3:8])[CH:7]=1.[B:27]1([B:27]2[O:31][C:30]([CH3:33])([CH3:32])[C:29]([CH3:35])([CH3:34])[O:28]2)[O:31][C:30]([CH3:33])([CH3:32])[C:29]([CH3:35])([CH3:34])[O:28]1.CC(C1C=C(C(C)C)C(C2C=CC=CC=2P(C2CCCCC2)C2CCCCC2)=C(C(C)C)C=1)C.C(O[K])(C)=O, predict the reaction product. (2) Given the reactants Br[C:2]1[CH:6]=[CH:5][S:4][C:3]=1[Cl:7].[NH2:8][C:9]1[CH:10]=[C:11](B(O)O)[CH:12]=[CH:13][CH:14]=1, predict the reaction product. The product is: [Cl:7][C:3]1[S:4][CH:5]=[CH:6][C:2]=1[C:13]1[CH:14]=[C:9]([NH2:8])[CH:10]=[CH:11][CH:12]=1. (3) Given the reactants O=[C:2]1[CH2:7][CH2:6][N:5]([C:8]([O:10][CH2:11][C:12]2[CH:17]=[CH:16][CH:15]=[CH:14][CH:13]=2)=[O:9])[CH2:4][CH2:3]1.[NH2:18][C:19]1[CH:24]=[CH:23][CH:22]=[CH:21][CH:20]=1, predict the reaction product. The product is: [CH2:11]([O:10][C:8]([N:5]1[CH2:6][CH2:7][CH:2]([NH:18][C:19]2[CH:24]=[CH:23][CH:22]=[CH:21][CH:20]=2)[CH2:3][CH2:4]1)=[O:9])[C:12]1[CH:17]=[CH:16][CH:15]=[CH:14][CH:13]=1. (4) Given the reactants O(CC(O)=O)C1C=CC=CC=1.N[C:13]1[CH:14]=[C:15]([CH:19]=[CH:20][N:21]=1)[C:16]([NH2:18])=[O:17].C1CN([P+](ON2N=NC3C=CC=CC2=3)(N2CCCC2)N2CCCC2)CC1.F[P-](F)(F)(F)(F)F.CO, predict the reaction product. The product is: [C:16]([NH2:18])(=[O:17])[C:15]1[CH:19]=[CH:20][N:21]=[CH:13][CH:14]=1. (5) Given the reactants Br[CH2:2][C:3]([CH:5]1[CH2:10][CH2:9][N:8]([C:11]([O:13][CH2:14][C:15]2[CH:20]=[CH:19][CH:18]=[CH:17][CH:16]=2)=[O:12])[CH2:7][CH2:6]1)=[O:4].[C:21]([O:25][CH2:26][CH3:27])(=[O:24])[C:22]#[CH:23].C(=O)([O-])[O-].[K+].[K+].[N:34]1[CH:39]=[CH:38][CH:37]=[CH:36][N:35]=1, predict the reaction product. The product is: [CH2:14]([O:13][C:11]([N:8]1[CH2:9][CH2:10][CH:5]([C:3]([C:2]2[N:34]3[N:35]=[CH:36][CH:37]=[CH:38][C:39]3=[C:22]([C:21]([O:25][CH2:26][CH3:27])=[O:24])[CH:23]=2)=[O:4])[CH2:6][CH2:7]1)=[O:12])[C:15]1[CH:20]=[CH:19][CH:18]=[CH:17][CH:16]=1. (6) Given the reactants Cl[C:2]1[N:11]=[C:10]2[C:5]([CH:6]=[C:7]([C:16]([O:18][CH2:19][CH3:20])=[O:17])[C:8]([C:12]([F:15])([F:14])[F:13])=[N:9]2)=[CH:4][CH:3]=1.[O-:21][CH2:22][CH3:23].[Na+], predict the reaction product. The product is: [CH2:22]([O:21][C:2]1[N:11]=[C:10]2[C:5]([CH:6]=[C:7]([C:16]([O:18][CH2:19][CH3:20])=[O:17])[C:8]([C:12]([F:15])([F:14])[F:13])=[N:9]2)=[CH:4][CH:3]=1)[CH3:23]. (7) Given the reactants Br[C:2]1[CH:3]=[CH:4][C:5]2[N:6]([CH:8]=[C:9]([C:11]([NH:13][C:14]3[CH:19]=[CH:18][CH:17]=[CH:16][CH:15]=3)=[O:12])[N:10]=2)[CH:7]=1.[CH3:20][Sn:21]([CH3:27])([CH3:26])[Sn:21]([CH3:27])([CH3:26])[CH3:20], predict the reaction product. The product is: [CH3:20][Sn:21]([CH3:27])([CH3:26])[C:2]1[CH:3]=[CH:4][C:5]2[N:6]([CH:8]=[C:9]([C:11]([NH:13][C:14]3[CH:19]=[CH:18][CH:17]=[CH:16][CH:15]=3)=[O:12])[N:10]=2)[CH:7]=1. (8) Given the reactants [CH3:1][C:2]1[N:3]=[C:4]([C:12]2[CH:17]=[CH:16][C:15]([C:18]([F:21])([F:20])[F:19])=[CH:14][CH:13]=2)[S:5][C:6]=1[C:7]([O:9][CH2:10][CH3:11])=[O:8].C(OOC(=O)C1C=CC=CC=1)(=O)C1C=CC=CC=1.[Br:40]N1C(=O)CCC1=O, predict the reaction product. The product is: [Br:40][CH2:1][C:2]1[N:3]=[C:4]([C:12]2[CH:17]=[CH:16][C:15]([C:18]([F:21])([F:20])[F:19])=[CH:14][CH:13]=2)[S:5][C:6]=1[C:7]([O:9][CH2:10][CH3:11])=[O:8].